This data is from Reaction yield outcomes from USPTO patents with 853,638 reactions. The task is: Predict the reaction yield, written as a fraction of the theoretical maximum amount of product (1.0 means a 100% yield; for example, 0.34 means a 34% yield). (1) The reactants are [Br:1][C:2]1[C:7]([CH3:8])=[CH:6][CH:5]=[CH:4][C:3]=1[CH2:9][CH2:10][OH:11].[H-].[Na+].[CH3:14]I.O. The catalyst is O1CCCC1.C(O)(=O)C. The product is [Br:1][C:2]1[C:7]([CH3:8])=[CH:6][CH:5]=[CH:4][C:3]=1[CH2:9][CH2:10][O:11][CH3:14]. The yield is 0.890. (2) The reactants are [CH2:1]([O:8][C:9]1[C:24]([O:25][CH3:26])=[CH:23][C:12]([CH2:13][C:14]2[C:22]3[C:17](=[N:18][CH:19]=[CH:20][CH:21]=3)[NH:16][CH:15]=2)=[C:11]([F:27])[CH:10]=1)[C:2]1[CH:7]=[CH:6][CH:5]=[CH:4][CH:3]=1.[H-].[Na+].[CH:30]([Si:33](Cl)([CH:37]([CH3:39])[CH3:38])[CH:34]([CH3:36])[CH3:35])([CH3:32])[CH3:31].O. The product is [CH2:1]([O:8][C:9]1[C:24]([O:25][CH3:26])=[CH:23][C:12]([CH2:13][C:14]2[C:22]3[C:17](=[N:18][CH:19]=[CH:20][CH:21]=3)[N:16]([Si:33]([CH:37]([CH3:39])[CH3:38])([CH:34]([CH3:36])[CH3:35])[CH:30]([CH3:32])[CH3:31])[CH:15]=2)=[C:11]([F:27])[CH:10]=1)[C:2]1[CH:3]=[CH:4][CH:5]=[CH:6][CH:7]=1. The catalyst is CN(C)C=O. The yield is 0.660. (3) The yield is 0.220. The catalyst is CN(C)C=O.O.[Mn]. The reactants are Br[C:2]1[CH:3]=[CH:4][C:5]([C:8]([NH:10][C:11]2[CH:16]=[CH:15][C:14]([F:17])=[CH:13][CH:12]=2)=[O:9])=[N:6][CH:7]=1.Cl[CH:19]([CH3:24])[C:20]([O:22][CH3:23])=[O:21]. The product is [F:17][C:14]1[CH:15]=[CH:16][C:11]([NH:10][C:8]([C:5]2[N:6]=[CH:7][C:2]([CH:19]([CH3:24])[C:20]([O:22][CH3:23])=[O:21])=[CH:3][CH:4]=2)=[O:9])=[CH:12][CH:13]=1. (4) The reactants are Br[C:2]1[C:7](=[O:8])[CH:6]=[CH:5][N:4]([C:9]2[CH:14]=[CH:13][CH:12]=[C:11]([C:15]([F:18])([F:17])[F:16])[CH:10]=2)[N:3]=1.[C:19]1([C:25]2[O:26][CH:27]=[CH:28][C:29]=2B(O)O)[CH:24]=[CH:23][CH:22]=[CH:21][CH:20]=1.C([O-])([O-])=O.[Na+].[Na+]. The catalyst is COCCOC.O.C1C=CC([P]([Pd]([P](C2C=CC=CC=2)(C2C=CC=CC=2)C2C=CC=CC=2)([P](C2C=CC=CC=2)(C2C=CC=CC=2)C2C=CC=CC=2)[P](C2C=CC=CC=2)(C2C=CC=CC=2)C2C=CC=CC=2)(C2C=CC=CC=2)C2C=CC=CC=2)=CC=1. The product is [C:19]1([C:25]2[O:26][CH:27]=[CH:28][C:29]=2[C:2]2[C:7](=[O:8])[CH:6]=[CH:5][N:4]([C:9]3[CH:14]=[CH:13][CH:12]=[C:11]([C:15]([F:18])([F:17])[F:16])[CH:10]=3)[N:3]=2)[CH:20]=[CH:21][CH:22]=[CH:23][CH:24]=1. The yield is 0.0700.